From a dataset of Full USPTO retrosynthesis dataset with 1.9M reactions from patents (1976-2016). Predict the reactants needed to synthesize the given product. (1) Given the product [CH2:1]([C:3]1[C:7]([C:8]([N:10]2[CH2:16][CH2:15][CH2:14][N:13]([CH2:17][CH2:18][OH:19])[CH2:12][CH2:11]2)=[O:9])=[C:6]([CH2:20][CH3:21])[N:5]([C:22]2[CH:27]=[CH:26][CH:25]=[C:24]([CH2:28][CH2:29][CH2:30][CH2:31][CH2:32][CH3:33])[CH:23]=2)[N:4]=1)[CH3:2], predict the reactants needed to synthesize it. The reactants are: [CH2:1]([C:3]1[C:7]([C:8]([N:10]2[CH2:16][CH2:15][CH2:14][N:13]([CH2:17][CH2:18][OH:19])[CH2:12][CH2:11]2)=[O:9])=[C:6]([CH2:20][CH3:21])[N:5]([C:22]2[CH:27]=[CH:26][CH:25]=[C:24]([C:28]#[C:29][CH2:30][CH2:31][CH2:32][CH3:33])[CH:23]=2)[N:4]=1)[CH3:2]. (2) Given the product [Cl:18][C:19]1[CH:24]=[CH:23][CH:22]=[CH:21][C:20]=1[CH2:25][C:26]([NH:13][CH2:12][CH:8]1[O:9][CH2:10][CH2:11][N:6]([CH2:5][C:4]2[CH:14]=[CH:15][C:16]([Cl:17])=[C:2]([Cl:1])[CH:3]=2)[CH2:7]1)=[O:27], predict the reactants needed to synthesize it. The reactants are: [Cl:1][C:2]1[CH:3]=[C:4]([CH:14]=[CH:15][C:16]=1[Cl:17])[CH2:5][N:6]1[CH2:11][CH2:10][O:9][CH:8]([CH2:12][NH2:13])[CH2:7]1.[Cl:18][C:19]1[CH:24]=[CH:23][CH:22]=[CH:21][C:20]=1[CH2:25][C:26](O)=[O:27].